This data is from Kir2.1 potassium channel HTS with 301,493 compounds. The task is: Binary Classification. Given a drug SMILES string, predict its activity (active/inactive) in a high-throughput screening assay against a specified biological target. The molecule is Clc1c(c(NC(=O)CNc2cc(S(=O)(=O)N(C)C)ccc2)ccc1)C. The result is 0 (inactive).